This data is from Reaction yield outcomes from USPTO patents with 853,638 reactions. The task is: Predict the reaction yield, written as a fraction of the theoretical maximum amount of product (1.0 means a 100% yield; for example, 0.34 means a 34% yield). (1) The reactants are [Br:1][C:2]1[CH:7]=[CH:6][C:5]([NH2:8])=[C:4]([Cl:9])[CH:3]=1.N1C=CC=CC=1.[Cl:16][CH2:17][CH2:18][C:19](Cl)=[O:20]. The catalyst is C(Cl)Cl. The product is [Br:1][C:2]1[CH:7]=[CH:6][C:5]([NH:8][C:19](=[O:20])[CH2:18][CH2:17][Cl:16])=[C:4]([Cl:9])[CH:3]=1. The yield is 0.900. (2) The reactants are Cl[C:2]1[N:7]=[C:6]([O:8][CH3:9])[C:5]([C@@:10]2([CH3:16])[CH2:14][CH2:13][NH:12][C:11]2=[O:15])=[CH:4][CH:3]=1.[CH3:17][N:18]1[C:26]2[C:21](=[CH:22][C:23](B(O)O)=[CH:24][CH:25]=2)[CH:20]=[CH:19]1.C([O-])([O-])=O.[Na+].[Na+]. The catalyst is C1C=CC(P(C2C=CC=CC=2)[C-]2C=CC=C2)=CC=1.C1C=CC(P(C2C=CC=CC=2)[C-]2C=CC=C2)=CC=1.Cl[Pd]Cl.[Fe+2].O1CCOCC1. The product is [CH3:9][O:8][C:6]1[C:5]([C@@:10]2([CH3:16])[CH2:14][CH2:13][NH:12][C:11]2=[O:15])=[CH:4][CH:3]=[C:2]([C:23]2[CH:22]=[C:21]3[C:26](=[CH:25][CH:24]=2)[N:18]([CH3:17])[CH:19]=[CH:20]3)[N:7]=1. The yield is 0.990. (3) The reactants are [Cl:1][C:2]1[CH:3]=[C:4]2[C:9](=[CH:10][C:11]=1[O:12][CH2:13][CH2:14][O:15][CH3:16])[N:8]=[CH:7][C:6]([C:17]([O:19][CH2:20][CH3:21])=[O:18])=[C:5]2O.S(Cl)([Cl:25])=O.C([O-])(O)=O.[Na+]. The catalyst is CN(C=O)C.CC#N. The product is [Cl:25][C:5]1[C:4]2[C:9](=[CH:10][C:11]([O:12][CH2:13][CH2:14][O:15][CH3:16])=[C:2]([Cl:1])[CH:3]=2)[N:8]=[CH:7][C:6]=1[C:17]([O:19][CH2:20][CH3:21])=[O:18]. The yield is 0.780. (4) The reactants are C[O:2][C:3](=[O:30])[CH2:4][CH2:5][C:6]([CH3:29])=[CH:7][CH2:8][C:9]1[C:10]([O:22][CH2:23][CH2:24][Si:25]([CH3:28])([CH3:27])[CH3:26])=[C:11]2[C:15](=[C:16]([CH3:20])[C:17]=1[O:18][CH3:19])[CH2:14][O:13][C:12]2=[O:21].[OH-].[Na+].Cl. The catalyst is CO.O. The product is [CH3:19][O:18][C:17]1[C:16]([CH3:20])=[C:15]2[C:11]([C:12](=[O:21])[O:13][CH2:14]2)=[C:10]([O:22][CH2:23][CH2:24][Si:25]([CH3:27])([CH3:26])[CH3:28])[C:9]=1[CH2:8][CH:7]=[C:6]([CH3:29])[CH2:5][CH2:4][C:3]([OH:30])=[O:2]. The yield is 0.830.